From a dataset of Full USPTO retrosynthesis dataset with 1.9M reactions from patents (1976-2016). Predict the reactants needed to synthesize the given product. (1) Given the product [C:26]([NH:1][C:2]1[CH:11]=[C:10]2[C:5]([CH:6]=[CH:7][CH:8]=[C:9]2[N:12]2[CH2:17][CH2:16][N:15]([CH3:18])[CH2:14][CH2:13]2)=[CH:4][CH:3]=1)(=[O:28])[CH3:27], predict the reactants needed to synthesize it. The reactants are: [NH2:1][C:2]1[CH:11]=[C:10]2[C:5]([CH:6]=[CH:7][CH:8]=[C:9]2[N:12]2[CH2:17][CH2:16][N:15]([CH3:18])[CH2:14][CH2:13]2)=[CH:4][CH:3]=1.C(N(CC)CC)C.[C:26](Cl)(=[O:28])[CH3:27].CO.C(OCC)(=O)C. (2) Given the product [CH3:1][O:2][C:3]1[CH:4]=[C:5]2[C:10](=[CH:11][C:12]=1[O:13][CH3:14])[N:9]=[CH:8][CH:7]=[C:6]2[O:15][C:16]1[C:22]([CH3:23])=[CH:21][C:19]([NH:20][C:32]([NH:40][CH2:39][CH2:38][N:37]([CH3:41])[CH3:36])=[S:33])=[C:18]([CH3:24])[CH:17]=1, predict the reactants needed to synthesize it. The reactants are: [CH3:1][O:2][C:3]1[CH:4]=[C:5]2[C:10](=[CH:11][C:12]=1[O:13][CH3:14])[N:9]=[CH:8][CH:7]=[C:6]2[O:15][C:16]1[C:22]([CH3:23])=[CH:21][C:19]([NH2:20])=[C:18]([CH3:24])[CH:17]=1.C(N(CC)CC)C.[C:32](Cl)(Cl)=[S:33].[CH3:36][N:37]([CH3:41])[CH2:38][CH2:39][NH2:40]. (3) Given the product [Cl:1][C:2]1[N:7]=[C:6]([N:8]([C:9]2[CH:14]=[CH:13][CH:12]=[C:11]([I:15])[CH:10]=2)[CH3:16])[CH:5]=[CH:4][N:3]=1, predict the reactants needed to synthesize it. The reactants are: [Cl:1][C:2]1[N:7]=[C:6]([NH:8][C:9]2[CH:14]=[CH:13][CH:12]=[C:11]([I:15])[CH:10]=2)[CH:5]=[CH:4][N:3]=1.[C:16](=O)([O-])[O-].[K+].[K+].CI.O. (4) The reactants are: CO[C:3](=[O:14])[C:4]1[C:9]([N+:10]([O-:12])=[O:11])=[CH:8][CH:7]=[CH:6][C:5]=1F.[NH2:15][CH2:16][CH:17]([NH2:19])[CH3:18].C(N(C(C)C)CC)(C)C. Given the product [CH3:18][CH:17]1[CH2:16][NH:15][C:5]2[CH:6]=[CH:7][CH:8]=[C:9]([N+:10]([O-:12])=[O:11])[C:4]=2[C:3](=[O:14])[NH:19]1, predict the reactants needed to synthesize it. (5) Given the product [NH2:1][C:2]1[C:11]2[CH:10]=[CH:9][C:8]([F:12])=[C:7]([C:23]3[C:24]([O:28][CH3:29])=[CH:25][CH:26]=[CH:27][C:22]=3[F:21])[C:6]=2[N:5]=[C:4]2[CH2:14][N:15]([CH2:18][CH2:19][CH3:20])[C:16](=[O:17])[C:3]=12, predict the reactants needed to synthesize it. The reactants are: [NH2:1][C:2]1[C:11]2[CH:10]=[CH:9][C:8]([F:12])=[C:7](I)[C:6]=2[N:5]=[C:4]2[CH2:14][N:15]([CH2:18][CH2:19][CH3:20])[C:16](=[O:17])[C:3]=12.[F:21][C:22]1[CH:27]=[CH:26][CH:25]=[C:24]([O:28][CH3:29])[C:23]=1B(O)O.